This data is from Catalyst prediction with 721,799 reactions and 888 catalyst types from USPTO. The task is: Predict which catalyst facilitates the given reaction. (1) Reactant: [Cl:1][C:2]1[CH:3]=[C:4]([CH:21]=[CH:22][CH:23]=1)[CH2:5][NH:6][C:7]1[N:20]=[C:10]2[C:11]([O:18][CH3:19])=[CH:12][C:13]([C:15]([OH:17])=O)=[CH:14][N:9]2[N:8]=1.[CH3:24][O:25][CH2:26][CH:27]1[NH:32][CH2:31][C:30]([CH3:34])([CH3:33])[O:29][CH2:28]1.C(N(CC)C(C)C)(C)C.CN(C(ON1N=NC2C=CC=NC1=2)=[N+](C)C)C.F[P-](F)(F)(F)(F)F. Product: [Cl:1][C:2]1[CH:3]=[C:4]([CH:21]=[CH:22][CH:23]=1)[CH2:5][NH:6][C:7]1[N:20]=[C:10]2[C:11]([O:18][CH3:19])=[CH:12][C:13]([C:15]([N:32]3[CH:27]([CH2:26][O:25][CH3:24])[CH2:28][O:29][C:30]([CH3:34])([CH3:33])[CH2:31]3)=[O:17])=[CH:14][N:9]2[N:8]=1. The catalyst class is: 9. (2) Reactant: [C:1]([O:5][C:6]([N:8]([CH3:13])[CH2:9][C:10]([OH:12])=[O:11])=[O:7])([CH3:4])([CH3:3])[CH3:2].CC(C)([O-])C.[K+].C(O)(C)(C)C.Cl[CH2:26][C:27]([O:29][C@H:30]([CH2:59][N:60]([S:65]([C:68]1[CH:76]=[CH:75][C:71]2[O:72][CH2:73][O:74][C:70]=2[CH:69]=1)(=[O:67])=[O:66])[CH2:61][CH:62]([CH3:64])[CH3:63])[C@@H:31]([NH:47][C:48]([O:50][C@@H:51]1[C@H:58]2[C@H:54]([O:55][CH2:56][CH2:57]2)[O:53][CH2:52]1)=[O:49])[CH2:32][C:33]1[CH:38]=[CH:37][C:36]([O:39][CH2:40][C:41]2[N:42]=[C:43]([CH3:46])[S:44][CH:45]=2)=[CH:35][CH:34]=1)=[O:28]. Product: [C:1]([O:5][C:6]([N:8]([CH3:13])[CH2:9][C:10]([O:12][CH2:26][C:27]([O:29][C@H:30]([CH2:59][N:60]([S:65]([C:68]1[CH:76]=[CH:75][C:71]2[O:72][CH2:73][O:74][C:70]=2[CH:69]=1)(=[O:67])=[O:66])[CH2:61][CH:62]([CH3:64])[CH3:63])[C@@H:31]([NH:47][C:48]([O:50][C@@H:51]1[C@H:58]2[C@H:54]([O:55][CH2:56][CH2:57]2)[O:53][CH2:52]1)=[O:49])[CH2:32][C:33]1[CH:38]=[CH:37][C:36]([O:39][CH2:40][C:41]2[N:42]=[C:43]([CH3:46])[S:44][CH:45]=2)=[CH:35][CH:34]=1)=[O:28])=[O:11])=[O:7])([CH3:4])([CH3:3])[CH3:2]. The catalyst class is: 54.